This data is from NCI-60 drug combinations with 297,098 pairs across 59 cell lines. The task is: Regression. Given two drug SMILES strings and cell line genomic features, predict the synergy score measuring deviation from expected non-interaction effect. Drug 1: CC1C(C(CC(O1)OC2CC(CC3=C2C(=C4C(=C3O)C(=O)C5=C(C4=O)C(=CC=C5)OC)O)(C(=O)CO)O)N)O.Cl. Drug 2: C(CCl)NC(=O)N(CCCl)N=O. Cell line: OVCAR-4. Synergy scores: CSS=-0.866, Synergy_ZIP=0.561, Synergy_Bliss=0.0970, Synergy_Loewe=-3.80, Synergy_HSA=-2.05.